From a dataset of NCI-60 drug combinations with 297,098 pairs across 59 cell lines. Regression. Given two drug SMILES strings and cell line genomic features, predict the synergy score measuring deviation from expected non-interaction effect. (1) Drug 2: CC1CCC2CC(C(=CC=CC=CC(CC(C(=O)C(C(C(=CC(C(=O)CC(OC(=O)C3CCCCN3C(=O)C(=O)C1(O2)O)C(C)CC4CCC(C(C4)OC)O)C)C)O)OC)C)C)C)OC. Drug 1: CCCCCOC(=O)NC1=NC(=O)N(C=C1F)C2C(C(C(O2)C)O)O. Synergy scores: CSS=4.85, Synergy_ZIP=-1.67, Synergy_Bliss=-3.09, Synergy_Loewe=-4.66, Synergy_HSA=-2.72. Cell line: EKVX. (2) Drug 1: CCC1=C2CN3C(=CC4=C(C3=O)COC(=O)C4(CC)O)C2=NC5=C1C=C(C=C5)O. Drug 2: C1C(C(OC1N2C=NC3=C2NC=NCC3O)CO)O. Cell line: NCI-H226. Synergy scores: CSS=18.7, Synergy_ZIP=-1.04, Synergy_Bliss=2.01, Synergy_Loewe=-10.8, Synergy_HSA=3.48. (3) Drug 1: CC=C1C(=O)NC(C(=O)OC2CC(=O)NC(C(=O)NC(CSSCCC=C2)C(=O)N1)C(C)C)C(C)C. Drug 2: C(=O)(N)NO. Cell line: OVCAR-8. Synergy scores: CSS=18.9, Synergy_ZIP=0.203, Synergy_Bliss=2.66, Synergy_Loewe=-39.3, Synergy_HSA=2.16. (4) Drug 1: C1=NC2=C(N1)C(=S)N=C(N2)N. Drug 2: COC1=NC(=NC2=C1N=CN2C3C(C(C(O3)CO)O)O)N. Cell line: A549. Synergy scores: CSS=34.7, Synergy_ZIP=-1.90, Synergy_Bliss=-0.191, Synergy_Loewe=-39.4, Synergy_HSA=-1.66. (5) Drug 1: C1CCC(CC1)NC(=O)N(CCCl)N=O. Drug 2: CN1C(=O)N2C=NC(=C2N=N1)C(=O)N. Cell line: MDA-MB-435. Synergy scores: CSS=9.83, Synergy_ZIP=5.27, Synergy_Bliss=13.1, Synergy_Loewe=1.37, Synergy_HSA=5.09. (6) Drug 1: CC1=C(C(=CC=C1)Cl)NC(=O)C2=CN=C(S2)NC3=CC(=NC(=N3)C)N4CCN(CC4)CCO. Drug 2: C1CC(=O)NC(=O)C1N2C(=O)C3=CC=CC=C3C2=O. Cell line: A498. Synergy scores: CSS=10.8, Synergy_ZIP=-4.07, Synergy_Bliss=-1.03, Synergy_Loewe=-4.21, Synergy_HSA=1.44. (7) Drug 1: C1CCC(C1)C(CC#N)N2C=C(C=N2)C3=C4C=CNC4=NC=N3. Drug 2: C1=CC(=CC=C1C#N)C(C2=CC=C(C=C2)C#N)N3C=NC=N3. Cell line: NCI/ADR-RES. Synergy scores: CSS=5.40, Synergy_ZIP=-0.782, Synergy_Bliss=4.85, Synergy_Loewe=5.06, Synergy_HSA=4.37.